Dataset: Full USPTO retrosynthesis dataset with 1.9M reactions from patents (1976-2016). Task: Predict the reactants needed to synthesize the given product. (1) Given the product [Cl:1][C:2]1[N:3]=[N:4][C:5]([Cl:11])=[CH:6][C:7]=1[C:8]([Cl:15])=[O:9], predict the reactants needed to synthesize it. The reactants are: [Cl:1][C:2]1[N:3]=[N:4][C:5]([Cl:11])=[CH:6][C:7]=1[C:8](O)=[O:9].C(Cl)(=O)C([Cl:15])=O. (2) Given the product [C:1]([C:5]1[O:9][N:8]=[C:7]([NH:10][C:11](=[O:38])[CH2:12][C:13]2[CH:18]=[CH:17][C:16]([C:19]3[CH:20]=[C:21]4[C:27]([CH2:28][NH:29][CH3:30])=[N:26][NH:25][C:22]4=[N:23][CH:24]=3)=[CH:15][C:14]=2[F:37])[CH:6]=1)([CH3:4])([CH3:2])[CH3:3], predict the reactants needed to synthesize it. The reactants are: [C:1]([C:5]1[O:9][N:8]=[C:7]([NH:10][C:11](=[O:38])[CH2:12][C:13]2[CH:18]=[CH:17][C:16]([C:19]3[CH:20]=[C:21]4[C:27]([CH2:28][NH:29][CH3:30])=[N:26][N:25](C5CCCCO5)[C:22]4=[N:23][CH:24]=3)=[CH:15][C:14]=2[F:37])[CH:6]=1)([CH3:4])([CH3:3])[CH3:2].Cl. (3) Given the product [CH:7]1([C@@:10]23[C@@:21]([CH2:23][CH2:24][C:25]4[CH:33]=[CH:32][CH:31]=[CH:30][C:26]=4[CH2:27][OH:28])([OH:22])[CH2:20][CH2:19][C:18]2=[CH:17][C:16]2[N:15]([C:34]4[CH:39]=[CH:38][C:37]([F:40])=[CH:36][CH:35]=4)[N:14]=[CH:13][C:12]=2[CH2:11]3)[CH2:8][CH2:9]1, predict the reactants needed to synthesize it. The reactants are: [H-].[Al+3].[Li+].[H-].[H-].[H-].[CH:7]1([C@@:10]23[C@@:21]([CH2:23][CH2:24][C:25]4[CH:33]=[CH:32][CH:31]=[CH:30][C:26]=4[C:27](O)=[O:28])([OH:22])[CH2:20][CH2:19][C:18]2=[CH:17][C:16]2[N:15]([C:34]4[CH:39]=[CH:38][C:37]([F:40])=[CH:36][CH:35]=4)[N:14]=[CH:13][C:12]=2[CH2:11]3)[CH2:9][CH2:8]1. (4) Given the product [O:22]=[C:10]1[N:9]=[C:8]([C:4]2[CH:3]=[C:2]([NH:1][S:29]([C:23]3[CH:28]=[CH:27][CH:26]=[CH:25][CH:24]=3)(=[O:31])=[O:30])[CH:7]=[CH:6][CH:5]=2)[C:17]2[C:12](=[C:13]3[CH:21]=[CH:20][CH:19]=[CH:18][C:14]3=[CH:15][CH:16]=2)[NH:11]1, predict the reactants needed to synthesize it. The reactants are: [NH2:1][C:2]1[CH:3]=[C:4]([C:8]2[C:17]3[C:12](=[C:13]4[CH:21]=[CH:20][CH:19]=[CH:18][C:14]4=[CH:15][CH:16]=3)[NH:11][C:10](=[O:22])[N:9]=2)[CH:5]=[CH:6][CH:7]=1.[C:23]1([S:29](Cl)(=[O:31])=[O:30])[CH:28]=[CH:27][CH:26]=[CH:25][CH:24]=1. (5) Given the product [O:1]1[C:5]2[CH:6]=[CH:7][C:8]([C:10]3[S:11][CH:12]=[C:13]([C:15]([NH:23][C:22]4[S:18][N:19]=[CH:20][N:21]=4)=[O:17])[N:14]=3)=[CH:9][C:4]=2[CH2:3][CH2:2]1, predict the reactants needed to synthesize it. The reactants are: [O:1]1[C:5]2[CH:6]=[CH:7][C:8]([C:10]3[S:11][CH:12]=[C:13]([C:15]([OH:17])=O)[N:14]=3)=[CH:9][C:4]=2[CH2:3][CH2:2]1.[S:18]1[C:22]([NH2:23])=[N:21][CH:20]=[N:19]1.CN(C(ON1N=NC2C=CC=CC1=2)=[N+](C)C)C.F[P-](F)(F)(F)(F)F.CCN(C(C)C)C(C)C. (6) The reactants are: [CH3:1][C:2]([C:8]1[CH:13]=[CH:12][C:11]([N+:14]([O-:16])=[O:15])=[CH:10][CH:9]=1)([CH3:7])[C:3](OC)=O.C[N+]1([O-])CC[O:21][CH2:20]C1.[Cl-].COC[P+](C1C=CC=CC=1)(C1C=CC=CC=1)C1C=CC=CC=1.C[Si]([N-][Si](C)(C)C)(C)C.[K+].C1(C)C=CC=CC=1. Given the product [CH3:7][C:2]([C:8]1[CH:9]=[CH:10][C:11]([N+:14]([O-:16])=[O:15])=[CH:12][CH:13]=1)([CH3:1])[CH2:3][CH:20]=[O:21], predict the reactants needed to synthesize it. (7) Given the product [Cl:16][C:17]1[C:18]([C:20]2[S:24][C:23]([CH2:25][C:26]([O:28][CH3:29])=[O:27])=[CH:22][CH:21]=2)=[N:1][C:2]2[C:3]([C:4]=1[C:6]1[CH:11]=[CH:10][CH:9]=[CH:8][CH:7]=1)=[CH:12][CH:13]=[CH:14][CH:15]=2, predict the reactants needed to synthesize it. The reactants are: [NH2:1][C:2]1[CH:15]=[CH:14][CH:13]=[CH:12][C:3]=1[C:4]([C:6]1[CH:11]=[CH:10][CH:9]=[CH:8][CH:7]=1)=O.[Cl:16][CH2:17][C:18]([C:20]1[S:24][C:23]([CH2:25][C:26]([O:28][CH3:29])=[O:27])=[CH:22][CH:21]=1)=O.[Si](Cl)(C)(C)C.O.